Dataset: NCI-60 drug combinations with 297,098 pairs across 59 cell lines. Task: Regression. Given two drug SMILES strings and cell line genomic features, predict the synergy score measuring deviation from expected non-interaction effect. (1) Drug 1: CN(CC1=CN=C2C(=N1)C(=NC(=N2)N)N)C3=CC=C(C=C3)C(=O)NC(CCC(=O)O)C(=O)O. Drug 2: CC1CCC2CC(C(=CC=CC=CC(CC(C(=O)C(C(C(=CC(C(=O)CC(OC(=O)C3CCCCN3C(=O)C(=O)C1(O2)O)C(C)CC4CCC(C(C4)OC)O)C)C)O)OC)C)C)C)OC. Cell line: A549. Synergy scores: CSS=6.98, Synergy_ZIP=-0.839, Synergy_Bliss=-1.74, Synergy_Loewe=-0.742, Synergy_HSA=-0.749. (2) Drug 1: C1=NC2=C(N=C(N=C2N1C3C(C(C(O3)CO)O)F)Cl)N. Drug 2: CS(=O)(=O)OCCCCOS(=O)(=O)C. Cell line: U251. Synergy scores: CSS=-4.38, Synergy_ZIP=3.51, Synergy_Bliss=-17.9, Synergy_Loewe=2.75, Synergy_HSA=-33.7. (3) Drug 1: CN(C)C1=NC(=NC(=N1)N(C)C)N(C)C. Drug 2: C1=NC2=C(N1)C(=S)N=CN2. Cell line: MDA-MB-435. Synergy scores: CSS=11.4, Synergy_ZIP=-11.7, Synergy_Bliss=-16.7, Synergy_Loewe=-57.4, Synergy_HSA=-20.2.